The task is: Predict the reactants needed to synthesize the given product.. This data is from Retrosynthesis with 50K atom-mapped reactions and 10 reaction types from USPTO. (1) Given the product Cc1nc(-c2ccc(-c3cc(C(=O)Nc4cccc(N5CCOCC5)c4)ccc3C)cc2)no1, predict the reactants needed to synthesize it. The reactants are: Cc1ccc(C(=O)Nc2cccc(N3CCOCC3)c2)cc1B1OC(C)(C)C(C)(C)O1.Cc1nc(-c2ccc(Br)cc2)no1. (2) Given the product Cc1cc(C2CCCN2C)ccc1-c1ccc(C=O)cc1, predict the reactants needed to synthesize it. The reactants are: Cc1cc(C2CCCN2C)ccc1Br.O=Cc1ccc(B(O)O)cc1. (3) Given the product COCOC(CCc1ccccc1)CCc1ccccc1, predict the reactants needed to synthesize it. The reactants are: COCCl.OC(CCc1ccccc1)CCc1ccccc1. (4) Given the product Cn1c2c(c3ccc(-n4ccc(OCc5ccccc5)cc4=O)cc31)CNCC2, predict the reactants needed to synthesize it. The reactants are: Cn1c2c(c3ccc(-n4ccc(OCc5ccccc5)cc4=O)cc31)CN(C(=O)OC(C)(C)C)CC2. (5) Given the product C=CCN1CC(=O)N2[C@@H](Cc3ccc(O)cc3F)C(=O)N(Cc3cccc(N4CC(N5CCN(C)[C@H](C)C5)C4)n3)C[C@@H]2N1C(=O)NCc1ccccc1, predict the reactants needed to synthesize it. The reactants are: C=CCN1CC(=O)N2[C@@H](Cc3ccc(O)cc3F)C(=O)N(Cc3cccc(F)n3)C[C@@H]2N1C(=O)NCc1ccccc1.C[C@@H]1CN(C2CNC2)CCN1C.